This data is from Reaction yield outcomes from USPTO patents with 853,638 reactions. The task is: Predict the reaction yield, written as a fraction of the theoretical maximum amount of product (1.0 means a 100% yield; for example, 0.34 means a 34% yield). (1) The reactants are FC(F)(F)S(OC1C=C[C:14]2[C:9](=[CH:10][CH:11]=[C:12]([C:17]3[CH:22]=[CH:21][C:20]([F:23])=[CH:19][CH:18]=3)[CH:13]=2)C=1)(=O)=O.[C:26](=O)([O-])[O-].[Cs+].[Cs+].[C:32]1([S:38]([O-:40])=[O:39])[CH:37]=[CH:36][CH:35]=[CH:34][CH:33]=1.[Na+].[Cl-].[C:43]([NH3+])([CH3:46])([CH3:45])C. The catalyst is C1(C)C=CC=CC=1.C1C=CC(/C=C/C(/C=C/C2C=CC=CC=2)=O)=CC=1.C1C=CC(/C=C/C(/C=C/C2C=CC=CC=2)=O)=CC=1.C1C=CC(/C=C/C(/C=C/C2C=CC=CC=2)=O)=CC=1.[Pd].[Pd].C1(P(C2C=CC=CC=2)C2C3OC4C(=CC=CC=4P(C4C=CC=CC=4)C4C=CC=CC=4)C(C)(C)C=3C=CC=2)C=CC=CC=1.O. The product is [F:23][C:20]1[CH:19]=[CH:18][C:17]([C:12]2[CH:11]=[CH:10][C:9]3[C:14](=[CH:26][CH:45]=[C:43]([S:38]([C:32]4[CH:37]=[CH:36][CH:35]=[CH:34][CH:33]=4)(=[O:40])=[O:39])[CH:46]=3)[CH:13]=2)=[CH:22][CH:21]=1. The yield is 0.710. (2) The reactants are Br[C:2]1[CH:3]=[CH:4][C:5]2[N:9]=[C:8]([C@@H:10]3[CH2:14][CH2:13][CH2:12][N:11]3[C:15]([O:17][C:18]([CH3:21])([CH3:20])[CH3:19])=[O:16])[NH:7][C:6]=2[CH:22]=1.[B:23]1([B:23]2[O:27][C:26]([CH3:29])([CH3:28])[C:25]([CH3:31])([CH3:30])[O:24]2)[O:27][C:26]([CH3:29])([CH3:28])[C:25]([CH3:31])([CH3:30])[O:24]1.C([O-])(=O)C.[K+]. The catalyst is O1CCOCC1.C1C=CC([P]([Pd]([P](C2C=CC=CC=2)(C2C=CC=CC=2)C2C=CC=CC=2)([P](C2C=CC=CC=2)(C2C=CC=CC=2)C2C=CC=CC=2)[P](C2C=CC=CC=2)(C2C=CC=CC=2)C2C=CC=CC=2)(C2C=CC=CC=2)C2C=CC=CC=2)=CC=1. The product is [CH3:30][C:25]1([CH3:31])[C:26]([CH3:29])([CH3:28])[O:27][B:23]([C:2]2[CH:3]=[CH:4][C:5]3[N:9]=[C:8]([C@@H:10]4[CH2:14][CH2:13][CH2:12][N:11]4[C:15]([O:17][C:18]([CH3:21])([CH3:20])[CH3:19])=[O:16])[NH:7][C:6]=3[CH:22]=2)[O:24]1. The yield is 0.550.